The task is: Predict the reactants needed to synthesize the given product.. This data is from Full USPTO retrosynthesis dataset with 1.9M reactions from patents (1976-2016). (1) Given the product [S:1]1[C:5]2[CH:6]=[CH:7][CH:8]=[CH:9][C:4]=2[C:3]([N:10]2[CH2:15][CH2:14][N:13]([CH2:16][CH2:17][C:18]3[CH:19]=[CH:20][C:21]([NH:27][C:25](=[O:34])[CH3:26])=[CH:22][CH:23]=3)[CH2:12][CH2:11]2)=[N:2]1, predict the reactants needed to synthesize it. The reactants are: [S:1]1[C:5]2[CH:6]=[CH:7][CH:8]=[CH:9][C:4]=2[C:3]([N:10]2[CH2:15][CH2:14][N:13]([CH2:16][CH2:17][C:18]3[CH:23]=[CH:22][CH:21]=[CH:20][C:19]=3N)[CH2:12][CH2:11]2)=[N:2]1.[CH2:25]([N:27](CC)CC)[CH3:26].C(Cl)(=[O:34])C. (2) Given the product [Br:8][C:9]1[CH:17]=[CH:16][CH:15]=[C:14]2[C:10]=1[CH:11]=[CH:12][N:13]2[S:24]([C:18]1[CH:23]=[CH:22][CH:21]=[CH:20][CH:19]=1)(=[O:26])=[O:25], predict the reactants needed to synthesize it. The reactants are: [H-].[Na+].C1COCC1.[Br:8][C:9]1[CH:17]=[CH:16][CH:15]=[C:14]2[C:10]=1[CH:11]=[CH:12][NH:13]2.[C:18]1([S:24](Cl)(=[O:26])=[O:25])[CH:23]=[CH:22][CH:21]=[CH:20][CH:19]=1. (3) Given the product [N+:8]([C:6]1[CH:5]=[CH:4][N+:3]([O-:11])=[C:2]([N:14]2[CH:18]=[N:17][CH:16]=[N:15]2)[CH:7]=1)([O-:10])=[O:9], predict the reactants needed to synthesize it. The reactants are: Cl[C:2]1[CH:7]=[C:6]([N+:8]([O-:10])=[O:9])[CH:5]=[CH:4][N+:3]=1[O-:11].C[Si](C)(C)[N:14]1[CH:18]=[N:17][CH:16]=[N:15]1.C(=O)([O-])[O-].[K+].[K+]. (4) The reactants are: [F:1][C:2]1[CH:21]=[CH:20][C:5]([CH2:6][O:7][CH2:8][C:9]([NH:11][CH2:12][CH2:13][CH2:14][CH2:15][CH2:16][C:17]([OH:19])=O)=[O:10])=[CH:4][CH:3]=1.[C:22]1([C@@H:28]([CH2:30][OH:31])[NH2:29])[CH:27]=[CH:26][CH:25]=[CH:24][CH:23]=1.C1C=CC2N(O)N=NC=2C=1.C(Cl)CCl. Given the product [F:1][C:2]1[CH:3]=[CH:4][C:5]([CH2:6][O:7][CH2:8][C:9]([NH:11][CH2:12][CH2:13][CH2:14][CH2:15][CH2:16][C:17]([NH:29][C@@H:28]([C:22]2[CH:27]=[CH:26][CH:25]=[CH:24][CH:23]=2)[CH2:30][OH:31])=[O:19])=[O:10])=[CH:20][CH:21]=1, predict the reactants needed to synthesize it. (5) Given the product [C:1]([NH:5][S:6]([C:9]1[C:10]([CH:31]([F:33])[F:32])=[N:11][CH:12]=[C:13]([C:15]2[N:20]3[CH:21]=[CH:22][C:23]([C:24]4[CH:29]=[CH:28][CH:27]=[CH:26][CH:25]=4)=[C:19]3[C:18]([NH:41][CH2:40][C:35]3[CH:36]=[CH:37][CH:38]=[CH:39][N:34]=3)=[N:17][N:16]=2)[CH:14]=1)(=[O:8])=[O:7])([CH3:4])([CH3:3])[CH3:2], predict the reactants needed to synthesize it. The reactants are: [C:1]([NH:5][S:6]([C:9]1[C:10]([CH:31]([F:33])[F:32])=[N:11][CH:12]=[C:13]([C:15]2[N:20]3[CH:21]=[CH:22][C:23]([C:24]4[CH:29]=[CH:28][CH:27]=[CH:26][CH:25]=4)=[C:19]3[C:18](Cl)=[N:17][N:16]=2)[CH:14]=1)(=[O:8])=[O:7])([CH3:4])([CH3:3])[CH3:2].[N:34]1[CH:39]=[CH:38][CH:37]=[CH:36][C:35]=1[CH2:40][NH2:41]. (6) Given the product [Cl:23][C:22]1[C:16]2[O:15][CH2:14][C@H:13]([CH2:12][NH:32][CH2:28][CH2:29][CH2:30][CH3:31])[O:18][C:17]=2[CH:19]=[C:20]([S:24]([CH3:27])(=[O:25])=[O:26])[CH:21]=1, predict the reactants needed to synthesize it. The reactants are: CC1C=CC(S(O[CH2:12][C@@H:13]2[O:18][C:17]3[CH:19]=[C:20]([S:24]([CH3:27])(=[O:26])=[O:25])[CH:21]=[C:22]([Cl:23])[C:16]=3[O:15][CH2:14]2)(=O)=O)=CC=1.[CH2:28]([NH2:32])[CH2:29][CH2:30][CH3:31]. (7) Given the product [CH3:1][O:2][C:3]1[C:8]2[N:9]=[C:10]([C:26]([C@H:23]3[CH2:22][CH2:21][C@H:20]([NH:19][CH2:18][C:41]4[CH:42]=[CH:43][C:37]5[S:36][CH2:35][C:34](=[O:33])[NH:39][C:38]=5[CH:40]=4)[CH2:25][CH2:24]3)=[O:31])[S:11][C:7]=2[C:6]([CH3:12])=[CH:5][CH:4]=1, predict the reactants needed to synthesize it. The reactants are: [CH3:1][O:2][C:3]1[C:8]2[N:9]=[CH:10][S:11][C:7]=2[C:6]([CH3:12])=[CH:5][CH:4]=1.C(O[C:18](=O)[NH:19][C@H:20]1[CH2:25][CH2:24][C@H:23]([C:26](=[O:31])N(OC)C)[CH2:22][CH2:21]1)(C)(C)C.[O:33]=[C:34]1[NH:39][C:38]2[CH:40]=[C:41](C=O)[CH:42]=[CH:43][C:37]=2[S:36][CH2:35]1. (8) The reactants are: [O:1]1[CH2:6][CH2:5][CH:4]([CH:7]=O)[CH2:3][CH2:2]1.[NH2:9][C:10]1[CH:15]=[CH:14][C:13]([C:16]2[C:17]([NH2:32])=[N:18][C:19]([NH2:31])=[N:20][C:21]=2[CH2:22][O:23][CH2:24][C:25]2[CH:30]=[CH:29][CH:28]=[CH:27][CH:26]=2)=[CH:12][CH:11]=1.C([BH3-])#N.[Na+]. Given the product [CH2:24]([O:23][CH2:22][C:21]1[N:20]=[C:19]([NH2:31])[N:18]=[C:17]([NH2:32])[C:16]=1[C:13]1[CH:12]=[CH:11][C:10]([NH:9][CH2:7][CH:4]2[CH2:3][CH2:2][O:1][CH2:6][CH2:5]2)=[CH:15][CH:14]=1)[C:25]1[CH:26]=[CH:27][CH:28]=[CH:29][CH:30]=1, predict the reactants needed to synthesize it.